From a dataset of Forward reaction prediction with 1.9M reactions from USPTO patents (1976-2016). Predict the product of the given reaction. (1) Given the reactants N#N.[CH3:3][O:4][C:5]([C:8]1[O:9][CH:10]=[C:11]([CH2:13][OH:14])[N:12]=1)([CH3:7])[CH3:6].CCN(CC)CC.[S:22](Cl)([CH3:25])(=[O:24])=[O:23], predict the reaction product. The product is: [CH3:25][S:22]([O:14][CH2:13][C:11]1[N:12]=[C:8]([C:5]([O:4][CH3:3])([CH3:7])[CH3:6])[O:9][CH:10]=1)(=[O:24])=[O:23]. (2) The product is: [CH3:10][CH2:11][CH2:12][CH:13]([CH3:8])[CH3:17].[C:30]([O:32][CH2:19][CH3:20])(=[O:31])[CH3:28].[CH3:3][OH:4].[Cl:16][C:17]1[S:21][C:20]([S:22]([NH:15][C:6]2[C:5]([O:4][CH3:3])=[N:14][C:13]3[C:8](=[CH:9][CH:10]=[CH:11][CH:12]=3)[N:7]=2)(=[O:24])=[O:23])=[CH:19][CH:18]=1. Given the reactants [H-].[Na+].[CH3:3][O:4][C:5]1[C:6]([NH2:15])=[N:7][C:8]2[C:13]([N:14]=1)=[CH:12][CH:11]=[CH:10][CH:9]=2.[Cl:16][C:17]1[S:21][C:20]([S:22](Cl)(=[O:24])=[O:23])=[CH:19][CH:18]=1.[C:30]([OH:32])(=[O:31])[CH2:28][C:28]([CH2:28][C:30]([OH:32])=[O:31])([C:30]([OH:32])=[O:31])O, predict the reaction product. (3) Given the reactants C(=O)([O-])[O-].[K+].[K+].CN(C=O)C.[N+:12]([C:15]1[CH:22]=[CH:21][C:18]([CH2:19]Cl)=[CH:17][CH:16]=1)([O-:14])=[O:13].[F:23][C:24]([F:35])([F:34])[C:25]1[CH:29]=[C:28]([C:30]([F:33])([F:32])[F:31])[NH:27][N:26]=1, predict the reaction product. The product is: [N+:12]([C:15]1[CH:22]=[CH:21][C:18]([CH2:19][N:26]2[C:25]([C:24]([F:23])([F:35])[F:34])=[CH:29][C:28]([C:30]([F:31])([F:32])[F:33])=[N:27]2)=[CH:17][CH:16]=1)([O-:14])=[O:13]. (4) Given the reactants [NH2:1][C:2]1[CH:3]=[C:4]([C:8]2[NH:36][C:11]3=[N:12][CH:13]=[CH:14][C:15]([C:16]4[CH:21]=[CH:20][C:19]([CH2:22][NH:23][C:24]([C:26]5[O:30][N:29]=[C:28]([C:31]([CH3:34])([CH3:33])[CH3:32])[N:27]=5)=[O:25])=[C:18]([F:35])[CH:17]=4)=[C:10]3[N:9]=2)[CH:5]=[CH:6][CH:7]=1.CCN(C(C)C)C(C)C.[C:46](Cl)(=[O:49])[CH:47]=[CH2:48], predict the reaction product. The product is: [C:31]([C:28]1[N:27]=[C:26]([C:24]([NH:23][CH2:22][C:19]2[CH:20]=[CH:21][C:16]([C:15]3[CH:14]=[CH:13][N:12]=[C:11]4[NH:36][C:8]([C:4]5[CH:5]=[CH:6][CH:7]=[C:2]([NH:1][C:46](=[O:49])[CH:47]=[CH2:48])[CH:3]=5)=[N:9][C:10]=34)=[CH:17][C:18]=2[F:35])=[O:25])[O:30][N:29]=1)([CH3:32])([CH3:33])[CH3:34]. (5) Given the reactants BrC1C=CC(O)=C(C2(O)C3C(=CC=CC=3)N(CCCCC)C2=O)C=1.[CH2:25]([O:27][C:28](=[O:52])[CH2:29][N:30]1[C:38]2[C:33](=[CH:34][CH:35]=[CH:36][CH:37]=2)[C:32](O)([C:39]2[C:48]([OH:49])=[CH:47][C:46]3[CH2:45][CH2:44][CH2:43][CH2:42][C:41]=3[CH:40]=2)[C:31]1=[O:51])[CH3:26], predict the reaction product. The product is: [CH2:25]([O:27][C:28](=[O:52])[CH2:29][N:30]1[C:38]2[C:33](=[CH:34][CH:35]=[CH:36][CH:37]=2)[CH:32]([C:39]2[C:48]([OH:49])=[CH:47][C:46]3[CH2:45][CH2:44][CH2:43][CH2:42][C:41]=3[CH:40]=2)[C:31]1=[O:51])[CH3:26]. (6) Given the reactants [OH:1][CH2:2][CH2:3][NH:4][NH2:5].[C:6]([CH:9]([O:13][C:14]1[CH:21]=[CH:20][C:17]([C:18]#[N:19])=[CH:16][CH:15]=1)[C:10](=O)[CH3:11])(=O)[CH3:7].O, predict the reaction product. The product is: [OH:1][CH2:2][CH2:3][N:4]1[C:10]([CH3:11])=[C:9]([O:13][C:14]2[CH:15]=[CH:16][C:17]([C:18]#[N:19])=[CH:20][CH:21]=2)[C:6]([CH3:7])=[N:5]1. (7) Given the reactants [N:1]1([C:5]([C:7]2[N:8]=[CH:9][C:10]([O:13][C:14]3[CH:15]=[C:16]([CH:21]=[C:22]([O:24][C@@H:25]([CH3:29])[CH2:26][O:27][CH3:28])[CH:23]=3)[C:17]([O:19]C)=[O:18])=[N:11][CH:12]=2)=[O:6])[CH2:4][CH2:3][CH2:2]1.[OH-].[Na+].C(O)(=O)C.Cl, predict the reaction product. The product is: [N:1]1([C:5]([C:7]2[N:8]=[CH:9][C:10]([O:13][C:14]3[CH:15]=[C:16]([CH:21]=[C:22]([O:24][C@@H:25]([CH3:29])[CH2:26][O:27][CH3:28])[CH:23]=3)[C:17]([OH:19])=[O:18])=[N:11][CH:12]=2)=[O:6])[CH2:4][CH2:3][CH2:2]1.